This data is from Peptide-MHC class I binding affinity with 185,985 pairs from IEDB/IMGT. The task is: Regression. Given a peptide amino acid sequence and an MHC pseudo amino acid sequence, predict their binding affinity value. This is MHC class I binding data. (1) The peptide sequence is METLLLLGL. The MHC is HLA-B44:03 with pseudo-sequence HLA-B44:03. The binding affinity (normalized) is 0.676. (2) The peptide sequence is LLSVGVGIYL. The MHC is HLA-A02:02 with pseudo-sequence HLA-A02:02. The binding affinity (normalized) is 0.771. (3) The MHC is HLA-A11:01 with pseudo-sequence HLA-A11:01. The binding affinity (normalized) is 0.146. The peptide sequence is RQQLEDIFMR.